This data is from Reaction yield outcomes from USPTO patents with 853,638 reactions. The task is: Predict the reaction yield, written as a fraction of the theoretical maximum amount of product (1.0 means a 100% yield; for example, 0.34 means a 34% yield). The reactants are C(Cl)Cl.[O:4]1[C:8]2[CH:9]=[CH:10][CH:11]=[CH:12][C:7]=2[C:6](=[O:13])[CH2:5]1.C(N(C(C)C)CC)(C)C.[F:23][C:24]([F:37])([F:36])[S:25](O[S:25]([C:24]([F:37])([F:36])[F:23])(=[O:27])=[O:26])(=[O:27])=[O:26]. The catalyst is O. The product is [O:4]1[C:8]2[CH:9]=[CH:10][CH:11]=[CH:12][C:7]=2[C:6]([O:13][S:25]([C:24]([F:37])([F:36])[F:23])(=[O:27])=[O:26])=[CH:5]1. The yield is 0.990.